This data is from PAMPA (Parallel Artificial Membrane Permeability Assay) permeability data from NCATS. The task is: Regression/Classification. Given a drug SMILES string, predict its absorption, distribution, metabolism, or excretion properties. Task type varies by dataset: regression for continuous measurements (e.g., permeability, clearance, half-life) or binary classification for categorical outcomes (e.g., BBB penetration, CYP inhibition). Dataset: pampa_ncats. (1) The compound is CC1=C(C(=O)C2=C(C1=O)N3CC4C(C3(C2COC(=O)N)OC)N4C)N. The result is 0 (low-to-moderate permeability). (2) The drug is COC1=C(C(=CC=C1)OC)C(=O)NC2=CC=CC=C2C(=O)NC3=CC=CC(=C3)C(F)(F)F. The result is 1 (high permeability). (3) The drug is CCCN1C2=C(C=C(C=C2)NC(=O)C3=CC=CO3)S(=O)(=O)N=C1CC(C)C. The result is 1 (high permeability). (4) The result is 1 (high permeability). The drug is CCC1=CC(=CC=C1)NC(=O)C(CC2=CC=CC=C2)NS(=O)(=O)C3=CC=CS3. (5) The molecule is C1=CC=C2C(=C1)C(=NC(=N2)C3=CC=NC=C3)NC4=CC(=C(C=C4)F)F. The result is 1 (high permeability).